From a dataset of Full USPTO retrosynthesis dataset with 1.9M reactions from patents (1976-2016). Predict the reactants needed to synthesize the given product. (1) Given the product [Br:24][C:15]1[S:14][C:4]2[N:5]=[C:6]([CH3:13])[CH:7]=[C:2]([NH2:1])[C:3]=2[C:16]=1[C:17]1[CH:22]=[CH:21][CH:20]=[C:19]([CH3:23])[CH:18]=1, predict the reactants needed to synthesize it. The reactants are: [NH2:1][C:2]1[C:7](C(OCC)=O)=[C:6]([CH3:13])[N:5]=[C:4]2[S:14][C:15]([Br:24])=[C:16]([C:17]3[CH:22]=[CH:21][CH:20]=[C:19]([CH3:23])[CH:18]=3)[C:3]=12.[OH-].[Na+].C1(OC2C=CC=CC=2)C=CC=CC=1. (2) Given the product [CH2:20]([O:10][C:8]([C:6]1[NH:7][C:3]([CH:1]=[O:23])=[CH:4][CH:5]=1)=[O:9])[CH3:21], predict the reactants needed to synthesize it. The reactants are: [C:1]([C:3]1[NH:7][C:6]([C:8]([OH:10])=[O:9])=[CH:5][CH:4]=1)#N.Cl.CN(C)CCCN=C=N[CH2:20][CH3:21].[OH:23]C1C2N=NNC=2C=CC=1.N1(C2C=CC=CC=2N)CCCCC1. (3) The reactants are: [C:1]([C:3]1[CH:8]=[CH:7][N:6]=[C:5]2[NH:9][CH:10]=[C:11]([C:12]3[CH:17]=[CH:16][N:15]=[C:14]([NH2:18])[N:13]=3)[C:4]=12)#[CH:2].[H][H]. Given the product [CH2:1]([C:3]1[CH:8]=[CH:7][N:6]=[C:5]2[NH:9][CH:10]=[C:11]([C:12]3[CH:17]=[CH:16][N:15]=[C:14]([NH2:18])[N:13]=3)[C:4]=12)[CH3:2], predict the reactants needed to synthesize it.